This data is from Forward reaction prediction with 1.9M reactions from USPTO patents (1976-2016). The task is: Predict the product of the given reaction. (1) Given the reactants [F:1][C:2]1[CH:11]=[C:10]2[C:5]([C:6]([N:13]3[CH2:18][CH2:17][O:16][CH2:15][CH2:14]3)=[CH:7][NH:8][C:9]2=O)=[CH:4][C:3]=1[O:19][CH3:20].O=P(Cl)(Cl)[Cl:23], predict the reaction product. The product is: [Cl:23][C:9]1[C:10]2[C:5](=[CH:4][C:3]([O:19][CH3:20])=[C:2]([F:1])[CH:11]=2)[C:6]([N:13]2[CH2:18][CH2:17][O:16][CH2:15][CH2:14]2)=[CH:7][N:8]=1. (2) Given the reactants [C:1]([N:9]=[C:10]=[S:11])(=[O:8])[C:2]1[CH:7]=[CH:6][CH:5]=[CH:4][CH:3]=1.[NH2:12][C@@:13]1([C:24]2[CH:29]=[CH:28][CH:27]=[CH:26][C:25]=2[F:30])[CH2:17][O:16][C@H:15]([C:18]([F:21])([F:20])[F:19])[C@H:14]1[CH2:22][OH:23].C(=O)(O)[O-].[Na+], predict the reaction product. The product is: [F:30][C:25]1[CH:26]=[CH:27][CH:28]=[CH:29][C:24]=1[C@@:13]1([NH:12][C:10]([NH:9][C:1](=[O:8])[C:2]2[CH:7]=[CH:6][CH:5]=[CH:4][CH:3]=2)=[S:11])[C@H:14]([CH2:22][OH:23])[C@@H:15]([C:18]([F:19])([F:20])[F:21])[O:16][CH2:17]1. (3) Given the reactants C([O:3][C:4]([C:6]1[NH:7][C:8]2[C:13]([C:14]=1[CH2:15][CH2:16][CH2:17][NH:18][C:19]([O:21][C:22]([CH3:25])([CH3:24])[CH3:23])=[O:20])=[CH:12][C:11]([O:26][CH2:27][C:28]1[CH:33]=[CH:32][CH:31]=[CH:30][CH:29]=1)=[CH:10][CH:9]=2)=[O:5])C.O.[OH-].[Li+].Cl, predict the reaction product. The product is: [CH2:27]([O:26][C:11]1[CH:12]=[C:13]2[C:8](=[CH:9][CH:10]=1)[NH:7][C:6]([C:4]([OH:5])=[O:3])=[C:14]2[CH2:15][CH2:16][CH2:17][NH:18][C:19]([O:21][C:22]([CH3:25])([CH3:24])[CH3:23])=[O:20])[C:28]1[CH:29]=[CH:30][CH:31]=[CH:32][CH:33]=1. (4) Given the reactants F[C:31]1[C:36]([B-]([C:31]2[C:36](F)=[C:35](F)[C:34](F)=[C:33](F)[C:32]=2F)([C:31]2[C:36](F)=[C:35](F)[C:34](F)=[C:33](F)[C:32]=2F)[C:31]2[C:36](F)=[C:35](F)[C:34](F)=[C:33](F)[C:32]=2F)=[C:35](F)[C:34](F)=[C:33](F)[C:32]=1F.[Li+].[CH3:47]COCC.CC(C)=O.[C:56]1(C)[CH:61]=CC=[CH:58][CH:57]=1, predict the reaction product. The product is: [CH2:61]([C:31]12[CH2:47][CH:34]([CH2:33][CH2:32]1)[CH:35]=[CH:36]2)[CH2:56][CH2:57][CH3:58]. (5) Given the reactants [F:1][C:2]([F:22])([F:21])[C:3]1[N:4]=[N:5][N:6]([C:8]2[CH:13]=[CH:12][CH:11]=[CH:10][C:9]=2[C:14]2[N:19]=[CH:18][N:17]=[C:16]([OH:20])[CH:15]=2)[CH:7]=1.N[C@@H:24]1[C:40]2[CH:41]=[C:36]([CH:37]=[CH:38][N:39]=2)[C:35]2[N:34]([CH:42]([F:44])[F:43])[N:33]=[CH:32][C:31]=2[NH:30][C:29](=[O:45])[C@H:28]([CH3:46])[CH2:27][CH2:26][CH2:25]1.CN(C(ON1N=NC2C=CC=NC1=2)=[N+](C)C)C.F[P-](F)(F)(F)(F)F.C1CCN2C(=NCCC2)CC1, predict the reaction product. The product is: [F:44][CH:42]([F:43])[N:34]1[N:33]=[CH:32][C:31]2[NH:30][C:29](=[O:45])[C@H:28]([CH3:46])[CH2:27][CH2:26][CH2:25][C@H:24]([N:17]3[C:16](=[O:20])[CH:15]=[C:14]([C:9]4[CH:10]=[CH:11][CH:12]=[CH:13][C:8]=4[N:6]4[CH:7]=[C:3]([C:2]([F:1])([F:21])[F:22])[N:4]=[N:5]4)[N:19]=[CH:18]3)[C:40]3[CH:41]=[C:36]([CH:37]=[CH:38][N:39]=3)[C:35]1=2. (6) Given the reactants [C:1]([O:5][C:6](=[O:36])[NH:7][C@@H:8]1[C@@H:13]([OH:14])[C@H:12]([CH2:15][C:16]2[CH:21]=[C:20]([O:22][CH:23]([C:28]([F:31])([F:30])[F:29])[C:24]([F:27])([F:26])[F:25])[C:19]([N+:32]([O-:34])=[O:33])=[C:18]([F:35])[CH:17]=2)[CH2:11]S[CH2:9]1)([CH3:4])([CH3:3])[CH3:2].O[O:38][S:39]([O-:41])=O.[K+].CC([O-])=O.[Na+].S(S([O-])=O)([O-])(=O)=O.[Na+].[Na+].C([O-])([O-])=O.[K+].[K+], predict the reaction product. The product is: [C:1]([O:5][C:6](=[O:36])[NH:7][C@@H:8]1[C@@H:13]([OH:14])[C@H:12]([CH2:15][C:16]2[CH:21]=[C:20]([O:22][CH:23]([C:24]([F:25])([F:27])[F:26])[C:28]([F:29])([F:31])[F:30])[C:19]([N+:32]([O-:34])=[O:33])=[C:18]([F:35])[CH:17]=2)[CH2:11][S:39](=[O:41])(=[O:38])[CH2:9]1)([CH3:3])([CH3:4])[CH3:2]. (7) Given the reactants [CH3:1][CH:2]([CH3:25])[CH2:3][CH:4]([NH:15][C:16]1[CH:24]=[CH:23][C:19]([C:20](O)=[O:21])=[CH:18][CH:17]=1)[C:5]1[S:6][C:7]2[CH:14]=[CH:13][CH:12]=[CH:11][C:8]=2[C:9]=1[CH3:10].[CH3:26][NH:27][CH2:28][CH2:29][C:30]([O:32]CC)=[O:31], predict the reaction product. The product is: [CH3:26][N:27]([C:20]([C:19]1[CH:18]=[CH:17][C:16]([NH:15][CH:4]([C:5]2[S:6][C:7]3[CH:14]=[CH:13][CH:12]=[CH:11][C:8]=3[C:9]=2[CH3:10])[CH2:3][CH:2]([CH3:25])[CH3:1])=[CH:24][CH:23]=1)=[O:21])[CH2:28][CH2:29][C:30]([OH:32])=[O:31]. (8) Given the reactants Cl.Cl.[CH3:3][C:4]1[C:23]([CH3:24])=[CH:22][C:7]2[NH:8][C:9]([C:11]3[C:19]4[C:14](=[CH:15][CH:16]=C(C#N)[CH:18]=4)[NH:13][N:12]=3)=[N:10][C:6]=2[CH:5]=1.[C:25]([OH:28])(=[O:27])[CH3:26], predict the reaction product. The product is: [CH3:24][C:23]1[C:4]([CH3:3])=[CH:5][C:6]2[NH:10][C:9]([C:11]3[C:19]4[C:14](=[CH:15][CH:16]=[C:26]([C:25]([OH:28])=[O:27])[CH:18]=4)[NH:13][N:12]=3)=[N:8][C:7]=2[CH:22]=1.